Dataset: Catalyst prediction with 721,799 reactions and 888 catalyst types from USPTO. Task: Predict which catalyst facilitates the given reaction. (1) The catalyst class is: 40. Reactant: [CH3:1][C:2]1[C:6]([C:7]2[CH:8]=[C:9]([F:24])[C:10]([NH2:23])=[C:11]3[C:16]=2[O:15][CH2:14][C:13]([C:17]2[CH:18]=[N:19][CH:20]=[CH:21][CH:22]=2)=[N:12]3)=[C:5]([CH3:25])[O:4][N:3]=1.[BH4-].[Na+]. Product: [CH3:1][C:2]1[C:6]([C:7]2[CH:8]=[C:9]([F:24])[C:10]([NH2:23])=[C:11]3[C:16]=2[O:15][CH2:14][CH:13]([C:17]2[CH:18]=[N:19][CH:20]=[CH:21][CH:22]=2)[NH:12]3)=[C:5]([CH3:25])[O:4][N:3]=1. (2) Reactant: [CH2:1](O)[CH2:2][CH2:3][CH2:4][CH2:5][CH2:6][CH2:7][CH2:8][CH2:9][CH2:10][CH2:11][CH2:12][CH2:13][CH3:14].[ClH:16]. Product: [CH2:1]([Cl:16])[CH2:2][CH2:3][CH2:4][CH2:5][CH2:6][CH2:7][CH2:8][CH2:9][CH2:10][CH2:11][CH2:12][CH2:13][CH3:14]. The catalyst class is: 6. (3) Reactant: [Cl:1][C:2]1[CH:7]=[CH:6][C:5]([C:8]2[N:12]([CH:13]3[CH2:15][CH2:14]3)[C:11](=[O:16])[NH:10][CH:9]=2)=[CH:4][CH:3]=1.Cl[CH2:18][C:19]([O:21][CH2:22][CH3:23])=[O:20].C(=O)([O-])[O-].[K+].[K+]. Product: [CH2:22]([O:21][C:19](=[O:20])[CH2:18][N:10]1[CH:9]=[C:8]([C:5]2[CH:4]=[CH:3][C:2]([Cl:1])=[CH:7][CH:6]=2)[N:12]([CH:13]2[CH2:14][CH2:15]2)[C:11]1=[O:16])[CH3:23]. The catalyst class is: 10. (4) Reactant: [CH2:1]1[O:11][C:10]2[CH:9]=[CH:8][C:5]([CH:6]=[CH2:7])=[CH:4][C:3]=2[O:2]1.C(N([CH:18]([CH3:20])[CH3:19])CC)(C)C.C[N:22]1[CH2:26][CH2:25][CH2:24][C:23]1=O. Product: [O:11]1[C:10]2[CH:9]=[CH:8][C:5](/[CH:6]=[CH:7]/[C:4]3[CH:3]=[CH:10][CH:9]=[C:19]4[C:18]=3[CH:20]=[C:25]([C:26]#[N:22])[CH:24]=[CH:23]4)=[CH:4][C:3]=2[O:2][CH2:1]1. The catalyst class is: 140.